The task is: Predict the reactants needed to synthesize the given product.. This data is from Retrosynthesis with 50K atom-mapped reactions and 10 reaction types from USPTO. (1) Given the product CN1CCN(C(=O)Nc2cn(C3CCCCO3)nc2-c2nc3cc4c(cc3[nH]2)CCC4)CC1, predict the reactants needed to synthesize it. The reactants are: CN1CCN(C(=O)Cl)CC1.Nc1cn(C2CCCCO2)nc1-c1nc2cc3c(cc2[nH]1)CCC3. (2) Given the product CC(C)c1nc2c(Cl)cccc2n1-c1cccc(Oc2cc(Cl)cc(S(C)(=O)=O)c2)c1, predict the reactants needed to synthesize it. The reactants are: CC(C)c1nc2c(Cl)cccc2n1-c1cccc(O)c1.CS(=O)(=O)c1cc(Cl)cc(Cl)c1. (3) The reactants are: CC(C)(C)[Si](C)(C)O[C@@H]1CO[C@H]2[C@@H]1OC[C@H]2Oc1nc2nc(Cl)ncc2n1COCC[Si](C)(C)C.OB(O)c1ccc(-c2ccccc2)cc1. Given the product CC(C)(C)[Si](C)(C)O[C@@H]1CO[C@H]2[C@@H]1OC[C@H]2Oc1nc2nc(-c3ccc(-c4ccccc4)cc3)ncc2n1COCC[Si](C)(C)C, predict the reactants needed to synthesize it. (4) Given the product C=CCOc1ccc(CNc2cccc([N+](=O)[O-])c2C)cc1, predict the reactants needed to synthesize it. The reactants are: C=CCOc1ccc(C=O)cc1.Cc1c(N)cccc1[N+](=O)[O-].